This data is from Full USPTO retrosynthesis dataset with 1.9M reactions from patents (1976-2016). The task is: Predict the reactants needed to synthesize the given product. Given the product [Br:1][C:2]1[CH:7]=[C:6]2[N:8]([C:18]3[CH:23]=[CH:22][N:21]=[C:20]([NH2:24])[N:19]=3)[CH2:9][C:10]3([CH2:11][CH2:12][N:13]([CH3:16])[CH2:15]3)[C:5]2=[CH:4][CH:3]=1, predict the reactants needed to synthesize it. The reactants are: [Br:1][C:2]1[CH:7]=[C:6]2[NH:8][CH2:9][C:10]3([CH2:15]C[N:13]([CH3:16])[CH2:12][CH2:11]3)[C:5]2=[CH:4][CH:3]=1.Cl[C:18]1[CH:23]=[CH:22][N:21]=[C:20]([NH2:24])[N:19]=1.